The task is: Predict the reactants needed to synthesize the given product.. This data is from Full USPTO retrosynthesis dataset with 1.9M reactions from patents (1976-2016). The reactants are: I[C:2]1[CH:7]=[CH:6][C:5]([O:8][CH:9]2[CH2:14][CH2:13][N:12]([C:15]([O:17][C:18]([CH3:21])([CH3:20])[CH3:19])=[O:16])[CH2:11][CH2:10]2)=[CH:4][CH:3]=1.C([Li])CCC.[CH2:27]([O:34][C:35]([N:37]1[CH2:42][CH2:41][C:40](=[O:43])[CH2:39][CH2:38]1)=[O:36])[C:28]1[CH:33]=[CH:32][CH:31]=[CH:30][CH:29]=1.[Cl-].[NH4+]. Given the product [CH3:19][C:18]([O:17][C:15]([N:12]1[CH2:13][CH2:14][CH:9]([O:8][C:5]2[CH:6]=[CH:7][C:2]([C:40]3([OH:43])[CH2:39][CH2:38][N:37]([C:35]([O:34][CH2:27][C:28]4[CH:33]=[CH:32][CH:31]=[CH:30][CH:29]=4)=[O:36])[CH2:42][CH2:41]3)=[CH:3][CH:4]=2)[CH2:10][CH2:11]1)=[O:16])([CH3:21])[CH3:20], predict the reactants needed to synthesize it.